This data is from Catalyst prediction with 721,799 reactions and 888 catalyst types from USPTO. The task is: Predict which catalyst facilitates the given reaction. Reactant: C(#N)C.[NH2:4][C:5]1[C:6]([C:11]([OH:14])([CH3:13])[CH3:12])=[N:7][CH:8]=[CH:9][CH:10]=1.[Br:15]N1C(=O)CCC1=O. The catalyst class is: 6. Product: [NH2:4][C:5]1[C:6]([C:11]([OH:14])([CH3:12])[CH3:13])=[N:7][C:8]([Br:15])=[CH:9][CH:10]=1.